The task is: Predict the reactants needed to synthesize the given product.. This data is from Full USPTO retrosynthesis dataset with 1.9M reactions from patents (1976-2016). (1) The reactants are: [Cl-].[Al+3].[Cl-].[Cl-].C[O:6][C:7]1[CH:12]=[C:11]([Cl:13])[CH:10]=[C:9]([O:14][CH3:15])[CH:8]=1.C[O:17][C:18]1[CH:23]=[CH:22][C:21]([CH2:24][C:25](Cl)=[O:26])=[CH:20][CH:19]=1. Given the product [Cl:13][C:11]1[C:10]2[C:25](=[O:26])[C:24]([C:21]3[CH:22]=[CH:23][C:18]([OH:17])=[CH:19][CH:20]=3)=[CH:15][O:14][C:9]=2[CH:8]=[C:7]([OH:6])[CH:12]=1, predict the reactants needed to synthesize it. (2) Given the product [Cl:10][C:8]1[CH:7]=[N:6][C:5]2[CH2:11][NH:12][CH2:13][C@@H:14]([C:16]3[CH:21]=[CH:20][CH:19]=[CH:18][CH:17]=3)[O:15][C:4]=2[N:9]=1, predict the reactants needed to synthesize it. The reactants are: [H-].[Na+].Cl[C:4]1[C:5]([CH2:11][NH:12][CH2:13][C@@H:14]([C:16]2[CH:21]=[CH:20][CH:19]=[CH:18][CH:17]=2)[OH:15])=[N:6][CH:7]=[C:8]([Cl:10])[N:9]=1. (3) The reactants are: C1C=CC(C(NC(C(N[C:21]2[CH:26]=[CH:25][C:24]([N+:27]([O-:29])=[O:28])=[CH:23][CH:22]=2)=O)CCCN=C(N)N)=O)=CC=1.Cl.CS(C)=[O:33]. Given the product [CH:23]1[C:24]([N+:27]([O-:29])=[O:28])=[CH:25][CH:26]=[C:21]([OH:33])[CH:22]=1, predict the reactants needed to synthesize it. (4) Given the product [NH:18]1[C:19]2[C:15](=[CH:14][C:13]([NH:12][C:6]3[C:5]4[C:10](=[CH:11][C:2]([O:1][CH2:25][C:26]5[CH:27]=[N:28][CH:29]=[CH:30][CH:31]=5)=[C:3]([O:22][CH3:23])[CH:4]=4)[N:9]=[CH:8][N:7]=3)=[CH:21][CH:20]=2)[CH:16]=[CH:17]1, predict the reactants needed to synthesize it. The reactants are: [OH:1][C:2]1[CH:11]=[C:10]2[C:5]([C:6]([NH:12][C:13]3[CH:14]=[C:15]4[C:19](=[CH:20][CH:21]=3)[NH:18][CH:17]=[CH:16]4)=[N:7][CH:8]=[N:9]2)=[CH:4][C:3]=1[O:22][CH3:23].O[CH2:25][C:26]1[CH:27]=[N:28][CH:29]=[CH:30][CH:31]=1. (5) Given the product [CH2:12]([N:11]1[C@H:6]([CH2:5][OH:4])[C@H:7]([NH:44][C:45](=[O:47])[CH3:46])[C@@H:8]([O:36][CH2:37][C:38]2[CH:43]=[CH:42][CH:41]=[CH:40][CH:39]=2)[C@H:9]([O:28][CH2:29][C:30]2[CH:31]=[CH:32][CH:33]=[CH:34][CH:35]=2)[C@H:10]1[CH2:19][O:20][CH2:21][C:22]1[CH:23]=[CH:24][CH:25]=[CH:26][CH:27]=1)[C:13]1[CH:18]=[CH:17][CH:16]=[CH:15][CH:14]=1, predict the reactants needed to synthesize it. The reactants are: C([O:4][CH2:5][C@H:6]1[N:11]([CH2:12][C:13]2[CH:18]=[CH:17][CH:16]=[CH:15][CH:14]=2)[C@H:10]([CH2:19][O:20][CH2:21][C:22]2[CH:27]=[CH:26][CH:25]=[CH:24][CH:23]=2)[C@@H:9]([O:28][CH2:29][C:30]2[CH:35]=[CH:34][CH:33]=[CH:32][CH:31]=2)[C@H:8]([O:36][CH2:37][C:38]2[CH:43]=[CH:42][CH:41]=[CH:40][CH:39]=2)[C@H:7]1[NH:44][C:45](=[O:47])[CH3:46])(=O)C.[OH-].[K+]. (6) Given the product [Cl:16][C:17]1[CH:18]=[C:19]([CH:22]=[CH:23][CH:24]=1)[CH:20]1[O:21][CH2:25]1, predict the reactants needed to synthesize it. The reactants are: S([O-])([O-])(=O)=O.C[S+](C)C.C[S+](C)C.[OH-].[Na+].[Cl:16][C:17]1[CH:18]=[C:19]([CH:22]=[CH:23][CH:24]=1)[CH:20]=[O:21].[CH2:25](Cl)Cl.